This data is from Reaction yield outcomes from USPTO patents with 853,638 reactions. The task is: Predict the reaction yield, written as a fraction of the theoretical maximum amount of product (1.0 means a 100% yield; for example, 0.34 means a 34% yield). The reactants are [Cl:1][C:2]1[N:7]=[C:6]([C:8]2[S:12][C:11]([CH:13]([CH3:15])[CH3:14])=[N:10][C:9]=2[C:16]2[CH:17]=[C:18]([CH:20]=[CH:21][CH:22]=2)[NH2:19])[CH:5]=[CH:4][N:3]=1.[O:23]1[CH:27]=[CH:26][CH:25]=[C:24]1[S:28](Cl)(=[O:30])=[O:29]. No catalyst specified. The product is [Cl:1][C:2]1[N:7]=[C:6]([C:8]2[S:12][C:11]([CH:13]([CH3:15])[CH3:14])=[N:10][C:9]=2[C:16]2[CH:17]=[C:18]([NH:19][S:28]([C:24]3[O:23][CH:27]=[CH:26][CH:25]=3)(=[O:30])=[O:29])[CH:20]=[CH:21][CH:22]=2)[CH:5]=[CH:4][N:3]=1. The yield is 0.489.